This data is from Full USPTO retrosynthesis dataset with 1.9M reactions from patents (1976-2016). The task is: Predict the reactants needed to synthesize the given product. Given the product [CH2:1]([NH:8][C:9](=[O:49])[C:10](=[O:48])[C@@H:11]([NH:16][C:17](=[O:47])[C@@H:18]([NH:23][C:24](=[O:46])[C@@H:25]([NH:30][C:31](=[O:45])[C@@H:32]([NH:41][C:42](=[O:44])[CH3:43])[CH2:33][C:34]1[CH:39]=[CH:38][CH:37]=[CH:36][C:35]=1[CH3:40])[C:26]([CH3:27])([CH3:28])[CH3:29])[CH2:19][CH:20]([CH3:21])[CH3:22])[CH2:12][CH2:13][CH2:14][CH3:15])[C:2]1[CH:3]=[CH:4][CH:5]=[CH:6][CH:7]=1, predict the reactants needed to synthesize it. The reactants are: [CH2:1]([NH:8][C:9](=[O:49])[C@@H:10]([OH:48])[CH:11]([NH:16][C:17](=[O:47])[C@@H:18]([NH:23][C:24](=[O:46])[C@@H:25]([NH:30][C:31](=[O:45])[C@@H:32]([NH:41][C:42](=[O:44])[CH3:43])[CH2:33][C:34]1[CH:39]=[CH:38][CH:37]=[CH:36][C:35]=1[CH3:40])[C:26]([CH3:29])([CH3:28])[CH3:27])[CH2:19][CH:20]([CH3:22])[CH3:21])[CH2:12][CH2:13][CH2:14][CH3:15])[C:2]1[CH:7]=[CH:6][CH:5]=[CH:4][CH:3]=1.CC(OI1(OC(C)=O)(OC(C)=O)OC(=O)C2C=CC=CC1=2)=O.C([O-])(O)=O.[Na+].[O-]S([O-])(=S)=O.[Na+].[Na+].